This data is from Reaction yield outcomes from USPTO patents with 853,638 reactions. The task is: Predict the reaction yield, written as a fraction of the theoretical maximum amount of product (1.0 means a 100% yield; for example, 0.34 means a 34% yield). The reactants are [CH3:1][O:2][C:3]1[CH:4]=[C:5]([C:13]2[O:14][CH:15]=[CH:16][CH:17]=2)[CH:6]=[C:7]([O:11][CH3:12])[C:8]=1[O:9][CH3:10].C([Li])CCC.CON(C)[C:26](=[O:42])[CH:27]([O:40][CH3:41])[C:28]1[CH:33]=[CH:32][C:31]([C:34]2[O:35][C:36]([CH3:39])=[N:37][N:38]=2)=[CH:30][CH:29]=1. The catalyst is C1COCC1. The product is [CH3:41][O:40][CH:27]([C:28]1[CH:29]=[CH:30][C:31]([C:34]2[O:35][C:36]([CH3:39])=[N:37][N:38]=2)=[CH:32][CH:33]=1)[C:26]([C:15]1[O:14][C:13]([C:5]2[CH:6]=[C:7]([O:11][CH3:12])[C:8]([O:9][CH3:10])=[C:3]([O:2][CH3:1])[CH:4]=2)=[CH:17][CH:16]=1)=[O:42]. The yield is 0.290.